From a dataset of Forward reaction prediction with 1.9M reactions from USPTO patents (1976-2016). Predict the product of the given reaction. (1) Given the reactants S([O-])([O:4][CH2:5][CH2:6][CH2:7][O:8][C:9]1[CH:14]=[C:13]([C:15](=[O:17])[CH3:16])[CH:12]=[CH:11][C:10]=1[O:18][CH3:19])(=O)=O.[K+], predict the reaction product. The product is: [OH:4][CH2:5][CH2:6][CH2:7][O:8][C:9]1[CH:14]=[C:13]([C:15](=[O:17])[CH3:16])[CH:12]=[CH:11][C:10]=1[O:18][CH3:19]. (2) Given the reactants [CH2:1]1[NH:6][CH2:5][CH2:4][N:3]2[C@@H:7]([CH2:10][OH:11])[CH2:8][CH2:9][C@@H:2]12.Cl[C:13]1[C:14]([C:19]#[N:20])=[N:15][CH:16]=[CH:17][N:18]=1.CCN(CC)CC, predict the reaction product. The product is: [OH:11][CH2:10][C@@H:7]1[N:3]2[CH2:4][CH2:5][N:6]([C:13]3[C:14]([C:19]#[N:20])=[N:15][CH:16]=[CH:17][N:18]=3)[CH2:1][C@@H:2]2[CH2:9][CH2:8]1. (3) The product is: [CH3:9][O:8][C:7]1[CH:6]=[CH:5][C:4]([C:10]2[CH:19]=[CH:18][C:13]([C:14]([O:16][CH3:17])=[O:15])=[CH:12][C:11]=2[CH3:20])=[CH:3][C:2]=1[B:26]([OH:29])[OH:27]. Given the reactants I[C:2]1[CH:3]=[C:4]([C:10]2[CH:19]=[CH:18][C:13]([C:14]([O:16][CH3:17])=[O:15])=[CH:12][C:11]=2[CH3:20])[CH:5]=[CH:6][C:7]=1[O:8][CH3:9].C([Mg]Cl)(C)C.[B:26](OC)([O:29]C)[O:27]C, predict the reaction product. (4) Given the reactants [C:1]([Si:5]([O:8][C:9]1[C:14]([CH3:15])=[CH:13][C:12]([CH:16]=[CH:17][N+:18]([O-])=O)=[CH:11][C:10]=1[CH3:21])([CH3:7])[CH3:6])([CH3:4])([CH3:3])[CH3:2].[H-].[Al+3].[Li+].[H-].[H-].[H-], predict the reaction product. The product is: [Si:5]([O:8][C:9]1[C:14]([CH3:15])=[CH:13][C:12]([CH2:16][CH2:17][NH2:18])=[CH:11][C:10]=1[CH3:21])([C:1]([CH3:4])([CH3:3])[CH3:2])([CH3:6])[CH3:7].